Dataset: Full USPTO retrosynthesis dataset with 1.9M reactions from patents (1976-2016). Task: Predict the reactants needed to synthesize the given product. (1) Given the product [O:31]1[CH:19]=[CH:18][CH:17]=[C:16]1[CH2:15][S:12][C:10]1[N:11]=[C:6]([NH:5][C@H:3]([CH3:4])[CH2:2][OH:1])[C:7]2[S:24][C:23](=[O:25])[NH:22][C:8]=2[N:9]=1, predict the reactants needed to synthesize it. The reactants are: [OH:1][CH2:2][C@H:3]([NH:5][C:6]1[C:7]2[S:24][C:23](=[O:25])[NH:22][C:8]=2[N:9]=[C:10]([S:12]([CH2:15][C:16]2C=C[CH:19]=[CH:18][CH:17]=2)(=O)=O)[N:11]=1)[CH3:4].C(S)C1[O:31]C=CC=1. (2) Given the product [NH:1]1[C:9]2[C:4](=[CH:5][CH:6]=[CH:7][CH:8]=2)[C:3](/[CH:10]=[CH:11]/[C:12]([NH:14][C:15]2[CH:16]=[C:17]([CH:21]=[CH:22][CH:23]=2)[C:18]([NH:32][CH2:31][CH2:30][N:24]2[CH2:29][CH2:28][O:27][CH2:26][CH2:25]2)=[O:20])=[O:13])=[N:2]1, predict the reactants needed to synthesize it. The reactants are: [NH:1]1[C:9]2[C:4](=[CH:5][CH:6]=[CH:7][CH:8]=2)[C:3](/[CH:10]=[CH:11]/[C:12]([NH:14][C:15]2[CH:16]=[C:17]([CH:21]=[CH:22][CH:23]=2)[C:18]([OH:20])=O)=[O:13])=[N:2]1.[N:24]1([CH2:30][CH2:31][NH2:32])[CH2:29][CH2:28][O:27][CH2:26][CH2:25]1. (3) Given the product [OH:2][C:1]1[CH:3]=[C:4]2[C:6]([CH2:11][CH2:10][C:9](=[O:12])[O:5]2)=[CH:7][CH:8]=1, predict the reactants needed to synthesize it. The reactants are: [C:1]1([CH:8]=[CH:7][CH:6]=[C:4]([OH:5])[CH:3]=1)[OH:2].[C:9](O)(=[O:12])[CH:10]=[CH2:11]. (4) The reactants are: Cl[C:2]1[N:3]=[CH:4][C:5]2[NH:11][C:10](=[O:12])[C:9]3([CH2:15][CH2:14][CH2:13]3)[CH2:8][N:7]([CH:16]3[CH2:20][CH2:19][CH2:18][CH2:17]3)[C:6]=2[N:21]=1.[NH2:22][C:23]1[CH:31]=[CH:30][C:26]([C:27]([OH:29])=[O:28])=[CH:25][C:24]=1[O:32][CH3:33].[CH:34](O)(C)C. Given the product [CH:16]1([N:7]2[CH2:8][C:9]3([CH2:15][CH2:14][CH2:13]3)[C:10](=[O:12])[N:11]([CH3:34])[C:5]3[CH:4]=[N:3][C:2]([NH:22][C:23]4[CH:31]=[CH:30][C:26]([C:27]([OH:29])=[O:28])=[CH:25][C:24]=4[O:32][CH3:33])=[N:21][C:6]2=3)[CH2:20][CH2:19][CH2:18][CH2:17]1, predict the reactants needed to synthesize it. (5) Given the product [C:28]([C:30]1[S:34][C:33]([C:2]2[N:7]=[N:6][C:5]([N:8]([CH2:16][C:17]3([C:21]4[C:26]([F:27])=[CH:25][CH:24]=[CH:23][N:22]=4)[CH2:18][CH2:19][CH2:20]3)[C:9](=[O:15])[O:10][C:11]([CH3:12])([CH3:14])[CH3:13])=[CH:4][CH:3]=2)=[CH:32][CH:31]=1)#[N:29], predict the reactants needed to synthesize it. The reactants are: Cl[C:2]1[N:7]=[N:6][C:5]([N:8]([CH2:16][C:17]2([C:21]3[C:26]([F:27])=[CH:25][CH:24]=[CH:23][N:22]=3)[CH2:20][CH2:19][CH2:18]2)[C:9](=[O:15])[O:10][C:11]([CH3:14])([CH3:13])[CH3:12])=[CH:4][CH:3]=1.[C:28]([C:30]1[S:34][C:33](B(O)O)=[CH:32][CH:31]=1)#[N:29].C([O-])([O-])=O.[K+].[K+]. (6) Given the product [O:43]([Si:42]([C:9]1[C:14]2[CH:15]=[C:16]3[C:31]4[C:20]([C:21]5[C:32]6[C:25](=[CH:26][CH:27]=[CH:28][C:29]=6[C:30]=4[C:13]=2[CH:12]=[CH:11][CH:10]=1)[CH:24]=[CH:23][CH:22]=5)=[CH:19][C:18]1[CH:33]=[CH:34][CH:35]=[CH:36][C:17]3=1)([O:49][CH2:50][CH3:51])[O:46][CH2:47][CH3:48])[CH2:44][CH3:45], predict the reactants needed to synthesize it. The reactants are: C1C(=O)N(Cl)C(=O)C1.[CH:9]1[C:14]2[CH:15]=[C:16]3[C:31]4[C:20]([C:21]5[C:32]6[C:25](=[CH:26][CH:27]=[CH:28][C:29]=6[C:30]=4[C:13]=2[CH:12]=[CH:11][CH:10]=1)[CH:24]=[CH:23][CH:22]=5)=[CH:19][C:18]1[CH:33]=[CH:34][CH:35]=[CH:36][C:17]3=1.[Li]CCCC.[Si:42](OCC)([O:49][CH2:50][CH3:51])([O:46][CH2:47][CH3:48])[O:43][CH2:44][CH3:45]. (7) Given the product [Cl:1][C:2]1[CH:29]=[CH:28][C:5]([CH2:6][NH:7][C:8]([C:10]2[C:19](=[O:20])[C:18]3[C:13](=[CH:14][CH:15]=[C:16]([CH2:21][N:22]4[CH2:27][CH2:26][O:25][CH2:24][CH2:23]4)[CH:17]=3)[N:12]([CH3:30])[N:11]=2)=[O:9])=[CH:4][CH:3]=1, predict the reactants needed to synthesize it. The reactants are: [Cl:1][C:2]1[CH:29]=[CH:28][C:5]([CH2:6][NH:7][C:8]([C:10]2[N:11]=[N:12][C:13]3[C:18]([C:19]=2[OH:20])=[CH:17][C:16]([CH2:21][N:22]2[CH2:27][CH2:26][O:25][CH2:24][CH2:23]2)=[CH:15][CH:14]=3)=[O:9])=[CH:4][CH:3]=1.[CH3:30][Si]([N-][Si](C)(C)C)(C)C.[Li+].CI. (8) Given the product [Br:1][C:2]1[CH:3]=[N:4][CH:5]=[C:6]([CH2:8][S:14]([CH2:18][CH3:19])(=[O:16])=[O:13])[CH:7]=1, predict the reactants needed to synthesize it. The reactants are: [Br:1][C:2]1[CH:3]=[N:4][CH:5]=[C:6]([CH2:8]SCC)[CH:7]=1.O[O:13][S:14]([O-:16])=O.[K+].[CH3:18][C:19](C)=O.